Dataset: Rat liver microsome stability data. Task: Regression/Classification. Given a drug SMILES string, predict its absorption, distribution, metabolism, or excretion properties. Task type varies by dataset: regression for continuous measurements (e.g., permeability, clearance, half-life) or binary classification for categorical outcomes (e.g., BBB penetration, CYP inhibition). Dataset: rlm. (1) The compound is CCCCCN=C(N)NN=Cc1c[nH]c2ccc(OC)cc12. The result is 0 (unstable in rat liver microsomes). (2) The drug is CCC1=C(c2nc(C3CCCCC3)co2)[C@H](c2ccc(O)c(Cl)c2)NC(=O)N1. The result is 0 (unstable in rat liver microsomes). (3) The molecule is CS(=O)(=O)c1ccc(C(=O)NCCC(c2ccc(F)cc2)c2ccc(F)cc2)cc1. The result is 1 (stable in rat liver microsomes). (4) The drug is NC(N)=NCCC[C@H](N)C(=O)Nc1ccc(Oc2ccc(S(=O)(=O)CC3CS3)cc2)cc1. The result is 0 (unstable in rat liver microsomes). (5) The drug is C[C@@H]1CNC[C@H](C)N1c1ccc(-c2cnc3c(-c4ccc(S(N)(=O)=O)c5ccccc45)cnn3c2)cc1. The result is 0 (unstable in rat liver microsomes). (6) The molecule is CS(=O)(=O)c1ccc(-c2cccc(-c3c(Cc4ccccc4)cnc4c(C(F)(F)F)cccc34)c2)cc1. The result is 1 (stable in rat liver microsomes).